Dataset: Reaction yield outcomes from USPTO patents with 853,638 reactions. Task: Predict the reaction yield, written as a fraction of the theoretical maximum amount of product (1.0 means a 100% yield; for example, 0.34 means a 34% yield). (1) The reactants are [CH3:1][NH:2][C:3]1[C:12]2[C:7](=[CH:8][CH:9]=[C:10]([C:13]3[CH:14]=[C:15]([CH:20]=[CH:21][CH:22]=3)[C:16]([O:18]C)=[O:17])[CH:11]=2)[N:6]=[C:5]([C:23]2[CH:24]=[N:25][CH:26]=[CH:27][CH:28]=2)[N:4]=1.[OH-].[Na+]. The catalyst is CO.O. The product is [CH3:1][NH:2][C:3]1[C:12]2[C:7](=[CH:8][CH:9]=[C:10]([C:13]3[CH:14]=[C:15]([CH:20]=[CH:21][CH:22]=3)[C:16]([OH:18])=[O:17])[CH:11]=2)[N:6]=[C:5]([C:23]2[CH:24]=[N:25][CH:26]=[CH:27][CH:28]=2)[N:4]=1. The yield is 0.807. (2) The reactants are [C:1]([C:3]1[CH:10]=[CH:9][C:6]([C:7]#[N:8])=[CH:5][CH:4]=1)#[CH:2].I[C:12]1[CH:19]=[CH:18][C:15]([CH:16]=[O:17])=[CH:14][CH:13]=1.C(N(CC)CC)C. The catalyst is C1COCC1.Cl[Pd](Cl)([P](C1C=CC=CC=1)(C1C=CC=CC=1)C1C=CC=CC=1)[P](C1C=CC=CC=1)(C1C=CC=CC=1)C1C=CC=CC=1.[Cu]I. The product is [CH:16]([C:15]1[CH:18]=[CH:19][C:12]([C:2]#[C:1][C:3]2[CH:10]=[CH:9][C:6]([C:7]#[N:8])=[CH:5][CH:4]=2)=[CH:13][CH:14]=1)=[O:17]. The yield is 0.900. (3) The reactants are Cl[C:2]1[C:11]([N+:12]([O-:14])=[O:13])=[CH:10][CH:9]=[CH:8][C:3]=1[C:4]([O:6][CH3:7])=[O:5].C(N(CC)CC)C.[CH3:22][O:23][CH:24]([O:27][CH3:28])[CH2:25][NH2:26]. The catalyst is C1COCC1. The product is [CH3:22][O:23][CH:24]([O:27][CH3:28])[CH2:25][NH:26][C:2]1[C:11]([N+:12]([O-:14])=[O:13])=[CH:10][CH:9]=[CH:8][C:3]=1[C:4]([O:6][CH3:7])=[O:5]. The yield is 0.980.